Dataset: Merck oncology drug combination screen with 23,052 pairs across 39 cell lines. Task: Regression. Given two drug SMILES strings and cell line genomic features, predict the synergy score measuring deviation from expected non-interaction effect. Drug 1: COC12C(COC(N)=O)C3=C(C(=O)C(C)=C(N)C3=O)N1CC1NC12. Drug 2: COC1CC2CCC(C)C(O)(O2)C(=O)C(=O)N2CCCCC2C(=O)OC(C(C)CC2CCC(OP(C)(C)=O)C(OC)C2)CC(=O)C(C)C=C(C)C(O)C(OC)C(=O)C(C)CC(C)C=CC=CC=C1C. Cell line: A2058. Synergy scores: synergy=-8.00.